From a dataset of Forward reaction prediction with 1.9M reactions from USPTO patents (1976-2016). Predict the product of the given reaction. (1) Given the reactants [CH3:1][N:2]([CH3:15])[C:3]1[CH:12]=[C:11]([CH2:13][OH:14])[CH:10]=[CH:9][C:4]=1[C:5]([O:7][CH3:8])=[O:6].C(=O)([O-])[O-].[Ca+2].[Br-:21].[Br-].[Br-].C([N+](C)(C)C)C1C=CC=CC=1.C([N+](C)(C)C)C1C=CC=CC=1.C([N+](C)(C)C)C1C=CC=CC=1, predict the reaction product. The product is: [Br:21][C:10]1[C:11]([CH2:13][OH:14])=[CH:12][C:3]([N:2]([CH3:1])[CH3:15])=[C:4]([CH:9]=1)[C:5]([O:7][CH3:8])=[O:6]. (2) Given the reactants C([O:3][C:4](=O)[NH:5][CH2:6][CH2:7][C:8]1[CH:13]=[CH:12][C:11]([C:14]([F:17])([F:16])[F:15])=[CH:10][CH:9]=1)C.O=P12OP3(OP(OP(O3)(O1)=O)(=O)O2)=O, predict the reaction product. The product is: [F:15][C:14]([F:17])([F:16])[C:11]1[CH:12]=[C:13]2[C:8]([CH2:7][CH2:6][NH:5][C:4]2=[O:3])=[CH:9][CH:10]=1.